This data is from Forward reaction prediction with 1.9M reactions from USPTO patents (1976-2016). The task is: Predict the product of the given reaction. (1) Given the reactants Br[C:2]1[N:6]=[C:5]([CH:7]2[CH2:12][CH2:11][CH2:10][N:9]([C:13]([C:15]3[CH:20]=[CH:19][C:18]([F:21])=[CH:17][CH:16]=3)=[O:14])[CH2:8]2)[O:4][N:3]=1.[F:22][C:23]1[CH:24]=[C:25]([OH:29])[CH:26]=[CH:27][CH:28]=1.C([O-])([O-])=O.[Cs+].[Cs+], predict the reaction product. The product is: [F:22][C:23]1[CH:24]=[C:25]([CH:26]=[CH:27][CH:28]=1)[O:29][C:2]1[N:6]=[C:5]([CH:7]2[CH2:12][CH2:11][CH2:10][N:9]([C:13]([C:15]3[CH:20]=[CH:19][C:18]([F:21])=[CH:17][CH:16]=3)=[O:14])[CH2:8]2)[O:4][N:3]=1. (2) Given the reactants [Br:1][C:2]1[CH:6]=[CH:5][S:4][C:3]=1[Cl:7].C([N-]C(C)C)(C)C.[Li+].CN([CH:19]=[O:20])C.C(O)(=O)CC(CC(O)=O)(C(O)=O)O, predict the reaction product. The product is: [Br:1][C:2]1[CH:6]=[C:5]([CH:19]=[O:20])[S:4][C:3]=1[Cl:7]. (3) Given the reactants CON(C)[C:4]([C:6]1[C:10]([Cl:11])=[CH:9][N:8]([CH:12]([F:14])[F:13])[N:7]=1)=[O:5].[H-].[H-].[H-].[H-].[Li+].[Al+3], predict the reaction product. The product is: [Cl:11][C:10]1[C:6]([CH:4]=[O:5])=[N:7][N:8]([CH:12]([F:13])[F:14])[CH:9]=1. (4) The product is: [NH2:1][CH:4]1[CH2:5][CH2:6][CH:7]([C:10]2[CH:11]=[C:12]([CH:13]=[CH:14][CH:19]=2)[C:20]([O:22][CH2:23][CH3:26])=[O:21])[CH2:8][CH2:9]1. Given the reactants [N:1]([CH:4]1[CH2:9][CH2:8][CH:7]([C:10]2[CH:11]=[C:12]([C:20]([O:22][CH3:23])=[O:21])[CH:13]=[C:14]([CH:19]=2)C(OC)=O)[CH2:6][CH2:5]1)=[N+]=[N-].[OH-].[Na+].[CH3:26]P(C)C, predict the reaction product. (5) Given the reactants [O:1]=[C:2]([CH3:18])[CH2:3][CH2:4][CH:5]1[CH2:10][CH2:9][N:8]([C:11]([O:13][C:14]([CH3:17])([CH3:16])[CH3:15])=[O:12])[CH2:7][CH2:6]1.[BH4-].[Na+], predict the reaction product. The product is: [OH:1][CH:2]([CH3:18])[CH2:3][CH2:4][CH:5]1[CH2:10][CH2:9][N:8]([C:11]([O:13][C:14]([CH3:17])([CH3:16])[CH3:15])=[O:12])[CH2:7][CH2:6]1. (6) Given the reactants CC(C#C/C=C/C[N:10]([CH2:12][C:13]1[CH:14]=[CH:15][CH:16]=[C:17]2[CH:22]=[CH:21][CH:20]=[CH:19][C:18]=12)C)(C)C.N[C@H](C(O)=O)CC1C=C2C(C=CC=C2)=CC=1.C([O-])([O-])=O.[K+].[K+], predict the reaction product. The product is: [C:13]1([CH2:12][NH2:10])[C:18]2[C:17](=[CH:22][CH:21]=[CH:20][CH:19]=2)[CH:16]=[CH:15][CH:14]=1. (7) Given the reactants FC(F)(F)C(O)=O.FC(F)(F)C(O)=O.[NH2:15][CH2:16][CH2:17][N:18]1[CH2:23][CH2:22][N:21]([C:24]2[C:25]3[S:32][C:31]([C:33]([NH2:35])=[O:34])=[CH:30][C:26]=3[N:27]=[CH:28][N:29]=2)[CH2:20][CH2:19]1.C(=O)([O-])[O-].[Na+].[Na+].[C:42](Cl)(=[O:47])[C:43]([CH3:46])([CH3:45])[CH3:44], predict the reaction product. The product is: [C:42]([NH:15][CH2:16][CH2:17][N:18]1[CH2:23][CH2:22][N:21]([C:24]2[C:25]3[S:32][C:31]([C:33]([NH2:35])=[O:34])=[CH:30][C:26]=3[N:27]=[CH:28][N:29]=2)[CH2:20][CH2:19]1)(=[O:47])[C:43]([CH3:46])([CH3:45])[CH3:44].